From a dataset of Full USPTO retrosynthesis dataset with 1.9M reactions from patents (1976-2016). Predict the reactants needed to synthesize the given product. (1) Given the product [CH3:14][C@H:13]([O:12][C:11]1[CH:10]=[CH:9][C:5]([C:6]2[O:8][N:45]=[C:44]([C:47]3[CH:52]=[CH:51][C:50]([CH2:53][OH:54])=[CH:49][CH:48]=3)[N:43]=2)=[CH:4][C:3]=1[C:2]([F:1])([F:18])[F:17])[CH2:15][CH3:16], predict the reactants needed to synthesize it. The reactants are: [F:1][C:2]([F:18])([F:17])[C:3]1[CH:4]=[C:5]([CH:9]=[CH:10][C:11]=1[O:12][C@H:13]([CH2:15][CH3:16])[CH3:14])[C:6]([OH:8])=O.C(Cl)CCl.C1C=CC2N(O)N=NC=2C=1.CC(C)CC1C=CC(C2O[N:45]=[C:44]([C:47]3[CH:52]=[CH:51][C:50]([CH2:53][OH:54])=[CH:49][CH:48]=3)[N:43]=2)=CC=1. (2) The reactants are: [C:1]([O:4][CH:5]([CH2:9][CH2:10][S:11][CH3:12])[C:6]([OH:8])=O)(=[O:3])[CH3:2].S(Cl)(Cl)=O.C(N(CC)CC)C.[CH2:24]([NH2:32])[CH2:25][CH2:26][CH2:27][CH2:28][CH2:29][CH2:30][CH3:31]. Given the product [C:1]([O:4][CH:5]([CH2:9][CH2:10][S:11][CH3:12])[C:6]([NH:32][CH2:24][CH2:25][CH2:26][CH2:27][CH2:28][CH2:29][CH2:30][CH3:31])=[O:8])(=[O:3])[CH3:2], predict the reactants needed to synthesize it. (3) Given the product [Br:1][C:2]1[CH:11]=[C:10]([C:12]([NH:14][N:15]=[C:16]([C:18]2[C:22]([OH:23])=[C:21]([C:24]3[CH:25]=[CH:26][C:27]([C:30]([CH3:33])([CH3:32])[CH3:31])=[CH:28][CH:29]=3)[N:20]([CH3:34])[N:19]=2)[CH3:17])=[O:13])[CH:9]=[CH:8][C:3]=1[C:4]([OH:6])=[O:5], predict the reactants needed to synthesize it. The reactants are: [Br:1][C:2]1[CH:11]=[C:10]([C:12]([NH:14][N:15]=[C:16]([C:18]2[C:22]([OH:23])=[C:21]([C:24]3[CH:29]=[CH:28][C:27]([C:30]([CH3:33])([CH3:32])[CH3:31])=[CH:26][CH:25]=3)[N:20]([CH3:34])[N:19]=2)[CH3:17])=[O:13])[CH:9]=[CH:8][C:3]=1[C:4]([O:6]C)=[O:5].CO.[OH-].[Na+].Cl. (4) The reactants are: [CH3:1][NH:2][C:3]([C@H:5]1[CH2:10][CH2:9][C@H:8]([O:11][CH2:12][CH2:13][CH2:14][CH2:15][O:16][CH2:17][C:18]2[CH:23]=[CH:22][CH:21]=[CH:20][CH:19]=2)[CH2:7][CH2:6]1)=O.[H-].[Al+3].[Li+].[H-].[H-].[H-]. Given the product [CH2:17]([O:16][CH2:15][CH2:14][CH2:13][CH2:12][O:11][C@H:8]1[CH2:7][CH2:6][C@H:5]([CH2:3][NH:2][CH3:1])[CH2:10][CH2:9]1)[C:18]1[CH:23]=[CH:22][CH:21]=[CH:20][CH:19]=1, predict the reactants needed to synthesize it. (5) Given the product [CH2:1]([N:4]([CH2:17][C:18]([NH:21][C@@H:22]([CH2:46][C:47]1[CH:52]=[CH:51][C:50]([O:53][C:54]([CH3:57])([CH3:56])[CH3:55])=[CH:49][CH:48]=1)[C:23]([N:25]([C@@H:37]([CH3:45])[CH:38]([O:39][CH2:40][CH3:41])[O:42][CH2:43][CH3:44])[CH2:26][C:27]1[CH:28]=[CH:29][CH:30]=[C:31]2[C:36]=1[N:35]=[CH:34][CH:33]=[CH:32]2)=[O:24])=[O:20])[NH:5][C:6]([NH:7][C@H:8]([C:10]1[CH:11]=[CH:12][CH:13]=[CH:14][CH:15]=1)[CH3:9])=[O:16])[CH:2]=[CH2:3], predict the reactants needed to synthesize it. The reactants are: [CH2:1]([N:4]([CH2:17][C:18]([OH:20])=O)[NH:5][C:6](=[O:16])[NH:7][C@H:8]([C:10]1[CH:15]=[CH:14][CH:13]=[CH:12][CH:11]=1)[CH3:9])[CH:2]=[CH2:3].[NH2:21][C@@H:22]([CH2:46][C:47]1[CH:52]=[CH:51][C:50]([O:53][C:54]([CH3:57])([CH3:56])[CH3:55])=[CH:49][CH:48]=1)[C:23]([N:25]([C@@H:37]([CH3:45])[CH:38]([O:42][CH2:43][CH3:44])[O:39][CH2:40][CH3:41])[CH2:26][C:27]1[CH:28]=[CH:29][CH:30]=[C:31]2[C:36]=1[N:35]=[CH:34][CH:33]=[CH:32]2)=[O:24]. (6) Given the product [Br:1][C:2]1[CH:3]=[C:4]([I:19])[C:5]([NH2:11])=[N:6][C:7]=1[CH:8]1[CH2:9][CH2:10]1, predict the reactants needed to synthesize it. The reactants are: [Br:1][C:2]1[CH:3]=[CH:4][C:5]([NH2:11])=[N:6][C:7]=1[CH:8]1[CH2:10][CH2:9]1.FC(F)(F)C(O)=O.[I:19]N1C(=O)CCC1=O.